This data is from Reaction yield outcomes from USPTO patents with 853,638 reactions. The task is: Predict the reaction yield, written as a fraction of the theoretical maximum amount of product (1.0 means a 100% yield; for example, 0.34 means a 34% yield). (1) The reactants are [F:1][C:2]1[CH:7]=[C:6]([I:8])[CH:5]=[CH:4][C:3]=1[NH:9][C:10]1[N:15]([CH3:16])[C:14](=[O:17])[C:13]2[C:18]([CH3:21])=[CH:19][O:20][C:12]=2[C:11]=1[C:22]([O:24]CC)=[O:23].C([O-])([O-])=O.[K+].[K+].O. The catalyst is C1COCC1.CO. The product is [F:1][C:2]1[CH:7]=[C:6]([I:8])[CH:5]=[CH:4][C:3]=1[NH:9][C:10]1[N:15]([CH3:16])[C:14](=[O:17])[C:13]2[C:18]([CH3:21])=[CH:19][O:20][C:12]=2[C:11]=1[C:22]([OH:24])=[O:23]. The yield is 0.750. (2) The reactants are [C:1]1([B-:7]([C:20]2[CH:25]=[CH:24][CH:23]=[CH:22][CH:21]=2)([C:14]2[CH:19]=[CH:18][CH:17]=[CH:16][CH:15]=2)[C:8]2[CH:13]=[CH:12][CH:11]=[CH:10][CH:9]=2)[CH:6]=[CH:5][CH:4]=[CH:3][CH:2]=1.[Na+].[Cl-].[CH2:28]1[N+:31]2([CH2:35][CH2:34][CH2:33][CH2:32]2)[CH2:30][CH2:29]1. The catalyst is CC(C)=O. The product is [C:20]1([B-:7]([C:1]2[CH:2]=[CH:3][CH:4]=[CH:5][CH:6]=2)([C:8]2[CH:9]=[CH:10][CH:11]=[CH:12][CH:13]=2)[C:14]2[CH:19]=[CH:18][CH:17]=[CH:16][CH:15]=2)[CH:21]=[CH:22][CH:23]=[CH:24][CH:25]=1.[CH2:30]1[N+:31]2([CH2:35][CH2:34][CH2:33][CH2:32]2)[CH2:28][CH2:29]1. The yield is 0.900. (3) The reactants are [C:1]([CH:5]1[CH2:13][C:12]2[C:7](=[CH:8][CH:9]=[C:10]([NH:14][C:15]([C:17]3([C:20]4[CH:30]=[CH:29][C:23]5[O:24][C:25]([F:28])([F:27])[O:26][C:22]=5[CH:21]=4)[CH2:19][CH2:18]3)=[O:16])[CH:11]=2)[N:6]1[CH2:31][CH2:32]Cl)([CH3:4])([CH3:3])[CH3:2].[C-:34]#[N:35].[Na+].O. The catalyst is CCO. The product is [C:1]([CH:5]1[CH2:13][C:12]2[C:7](=[CH:8][CH:9]=[C:10]([NH:14][C:15]([C:17]3([C:20]4[CH:30]=[CH:29][C:23]5[O:24][C:25]([F:28])([F:27])[O:26][C:22]=5[CH:21]=4)[CH2:19][CH2:18]3)=[O:16])[CH:11]=2)[N:6]1[CH2:31][CH2:32][C:34]#[N:35])([CH3:4])([CH3:3])[CH3:2]. The yield is 0.480. (4) The reactants are [Cl:1][C:2]1[CH:40]=[CH:39][C:5]2[N:6](CC3C=CC(OC)=CC=3)[C:7](=[O:29])[CH:8]([CH2:21][C:22]3[CH:27]=[CH:26][CH:25]=[CH:24][C:23]=3[Cl:28])[N:9]=[C:10]([C:11]3[CH:20]=[CH:19][C:14]4[NH:15][C:16](=[O:18])[NH:17][C:13]=4[CH:12]=3)[C:4]=2[CH:3]=1.[Cl-].[Al+3].[Cl-].[Cl-]. The catalyst is C1(OC)C=CC=CC=1. The product is [Cl:1][C:2]1[CH:40]=[CH:39][C:5]2[NH:6][C:7](=[O:29])[CH:8]([CH2:21][C:22]3[CH:27]=[CH:26][CH:25]=[CH:24][C:23]=3[Cl:28])[N:9]=[C:10]([C:11]3[CH:20]=[CH:19][C:14]4[NH:15][C:16](=[O:18])[NH:17][C:13]=4[CH:12]=3)[C:4]=2[CH:3]=1. The yield is 0.440. (5) The reactants are [Br:1][C:2]1[CH:3]=[C:4]([C:9]([O:11][CH3:12])=[O:10])[CH:5]=[N:6][C:7]=1Br.O1CCC[CH2:14]1.C[Mg]Br. The catalyst is C1COCC1.C1(C)C=CC=CC=1.[Ni](Cl)Cl.C1(P(C2C=CC=CC=2)CCCP(C2C=CC=CC=2)C2C=CC=CC=2)C=CC=CC=1. The product is [Br:1][C:2]1[CH:3]=[C:4]([C:9]([O:11][CH3:12])=[O:10])[CH:5]=[N:6][C:7]=1[CH3:14]. The yield is 0.440. (6) The reactants are [Br:1][C:2]1[CH:3]=[CH:4][CH:5]=[C:6]2[C:11]=1[N:10]=[CH:9][CH:8]=[CH:7]2.[N+:12]([O-])([OH:14])=[O:13]. The catalyst is S(=O)(=O)(O)O. The product is [Br:1][C:2]1[CH:3]=[CH:4][C:5]([N+:12]([O-:14])=[O:13])=[C:6]2[C:11]=1[N:10]=[CH:9][CH:8]=[CH:7]2. The yield is 0.940.